This data is from Forward reaction prediction with 1.9M reactions from USPTO patents (1976-2016). The task is: Predict the product of the given reaction. Given the reactants [C:1]([O:5][C:6]([N:8]1[CH2:17][CH2:16][C:15]2[C:10](=[CH:11][CH:12]=[CH:13][C:14]=2[NH:18][CH2:19][C:20]([O:22][CH2:23][CH3:24])=[O:21])[CH2:9]1)=[O:7])([CH3:4])([CH3:3])[CH3:2].C=O.[CH3:27]C(O)=O.[BH-](OC(C)=O)(OC(C)=O)OC(C)=O.[Na+], predict the reaction product. The product is: [CH2:23]([O:22][C:20](=[O:21])[CH2:19][N:18]([CH3:27])[C:14]1[CH:13]=[CH:12][CH:11]=[C:10]2[C:15]=1[CH2:16][CH2:17][N:8]([C:6]([O:5][C:1]([CH3:4])([CH3:3])[CH3:2])=[O:7])[CH2:9]2)[CH3:24].